This data is from Forward reaction prediction with 1.9M reactions from USPTO patents (1976-2016). The task is: Predict the product of the given reaction. (1) The product is: [NH2:27][C:23]1[C:22]2[N:21]([C:20]([CH:28]3[CH2:31][CH2:30][CH2:29]3)=[N:19][C:18]=2[C:14]2[CH:13]=[C:12]([CH:17]=[CH:16][CH:15]=2)[O:11][CH2:10][C:6]2[CH:5]=[C:4]([CH2:3][OH:2])[CH:9]=[CH:8][CH:7]=2)[CH:26]=[CH:25][N:24]=1. Given the reactants C[O:2][C:3](=O)[C:4]1[CH:9]=[CH:8][CH:7]=[C:6]([CH2:10][O:11][C:12]2[CH:17]=[CH:16][CH:15]=[C:14]([C:18]3[N:19]=[C:20]([CH:28]4[CH2:31][CH2:30][CH2:29]4)[N:21]4[CH:26]=[CH:25][N:24]=[C:23]([NH2:27])[C:22]=34)[CH:13]=2)[CH:5]=1.C(OCC)(=O)C, predict the reaction product. (2) Given the reactants Cl.[F:2][CH:3]1[CH2:8][CH2:7][CH2:6][NH:5][CH2:4]1.[Cl:9][C:10]1[CH:11]=[C:12]([NH:17][C:18]2[C:27]3[C:22](=[CH:23][C:24]([O:35][CH3:36])=[C:25]([NH:28][C:29](=[O:34])[CH:30]=[CH:31][CH2:32]Cl)[CH:26]=3)[N:21]=[CH:20][N:19]=2)[CH:13]=[CH:14][C:15]=1[F:16].CCN(C(C)C)C(C)C, predict the reaction product. The product is: [Cl:9][C:10]1[CH:11]=[C:12]([NH:17][C:18]2[C:27]3[C:22](=[CH:23][C:24]([O:35][CH3:36])=[C:25]([NH:28][C:29](=[O:34])[CH:30]=[CH:31][CH2:32][N:5]4[CH2:6][CH2:7][CH2:8][CH:3]([F:2])[CH2:4]4)[CH:26]=3)[N:21]=[CH:20][N:19]=2)[CH:13]=[CH:14][C:15]=1[F:16]. (3) Given the reactants [CH2:1]([O:8][C:9]1[CH:10]=[C:11]2[C:15](=[CH:16][CH:17]=1)[N:14]([CH2:18][C:19]1[CH:28]=[CH:27][C:22]([O:23][CH2:24][C:25]#[N:26])=[CH:21][CH:20]=1)[C:13]([C:29]1[CH:34]=[CH:33][C:32]([O:35][CH2:36][C:37]3[CH:42]=[CH:41][CH:40]=[CH:39][CH:38]=3)=[CH:31][CH:30]=1)=[C:12]2[CH3:43])[C:2]1[CH:7]=[CH:6][CH:5]=[CH:4][CH:3]=1.[OH-].[Na+].C(O[C:47]1[CH:52]=[C:51]2[C:50](=[CH:49][CH:48]=1)N(C[C:47]1[CH:52]=[CH:51][C:50](OCC(O)=O)=[CH:49][CH:48]=1)C([C:47]1[CH:52]=[CH:51][C:50](OC[C:47]3[CH:52]=[CH:51][CH:50]=[CH:49][CH:48]=3)=[CH:49][CH:48]=1)=C2C)[C:47]1[CH:52]=[CH:51][CH:50]=[CH:49][CH:48]=1.C(N1C=CN=C1)(N1C=CN=C1)=[O:91], predict the reaction product. The product is: [N:26]1([C:25](=[O:91])[CH2:24][O:23][C:22]2[CH:27]=[CH:28][C:19]([CH2:18][N:14]3[C:15]4[C:11](=[CH:10][C:9]([O:8][CH2:1][C:2]5[CH:3]=[CH:4][CH:5]=[CH:6][CH:7]=5)=[CH:17][CH:16]=4)[C:12]([CH3:43])=[C:13]3[C:29]3[CH:30]=[CH:31][C:32]([O:35][CH2:36][C:37]4[CH:42]=[CH:41][CH:40]=[CH:39][CH:38]=4)=[CH:33][CH:34]=3)=[CH:20][CH:21]=2)[CH2:50][CH2:49][CH2:48][CH2:47][CH2:52][CH2:51]1. (4) Given the reactants [Br:1][CH2:2][CH2:3]Br.C([O-])([O-])=O.[K+].[K+].[CH:11]1([SH:17])[CH2:16][CH2:15][CH2:14][CH2:13][CH2:12]1, predict the reaction product. The product is: [Br:1][CH2:2][CH2:3][S:17][CH:11]1[CH2:16][CH2:15][CH2:14][CH2:13][CH2:12]1. (5) The product is: [NH:1]([C:38]([O:40][C:41]([CH3:44])([CH3:43])[CH3:42])=[O:39])[C@@H:2]([C:29]([O:31][CH2:32][CH2:33][C:34]([F:35])([F:36])[F:37])=[O:30])[CH2:3][CH2:4][C:5]([NH:7][C@@H:8]([C:19]([OH:21])=[O:20])[CH2:9][C:10]1[C:18]2[C:13](=[CH:14][CH:15]=[CH:16][CH:17]=2)[NH:12][CH:11]=1)=[O:6]. Given the reactants [NH:1]([C:38]([O:40][C:41]([CH3:44])([CH3:43])[CH3:42])=[O:39])[C@@H:2]([C:29]([O:31][CH2:32][CH2:33][C:34]([F:37])([F:36])[F:35])=[O:30])[CH2:3][CH2:4][C:5]([NH:7][C@@H:8]([C:19]([O:21]CC1C=CC=CC=1)=[O:20])[CH2:9][C:10]1[C:18]2[C:13](=[CH:14][CH:15]=[CH:16][CH:17]=2)[NH:12][CH:11]=1)=[O:6].[H][H], predict the reaction product. (6) Given the reactants C[O:2][C:3]([C:5]1[N:13]([CH3:14])[C:12]2[C:7](=[N:8][CH:9]=[CH:10][CH:11]=2)[CH:6]=1)=[O:4].[OH-].[Li+].O.Cl, predict the reaction product. The product is: [CH3:14][N:13]1[C:12]2[C:7](=[N:8][CH:9]=[CH:10][CH:11]=2)[CH:6]=[C:5]1[C:3]([OH:4])=[O:2]. (7) Given the reactants [Cl:1][C:2]1[C:10]2[NH:9][N:8]=[CH:7][C:6]=2[C:5]2[CH2:11][N:12]([CH2:28][C:29]([F:32])([F:31])[F:30])[C:13](=[O:27])[C@H:14]([NH:16]C(=O)OCC3C=CC=CC=3)[CH2:15][C:4]=2[CH:3]=1.C1(OC)C=CC=CC=1.CS(O)(=O)=O.C(OCC)C, predict the reaction product. The product is: [NH2:16][C@H:14]1[C:13](=[O:27])[N:12]([CH2:28][C:29]([F:30])([F:32])[F:31])[CH2:11][C:5]2[C:6]3[CH:7]=[N:8][NH:9][C:10]=3[C:2]([Cl:1])=[CH:3][C:4]=2[CH2:15]1.